From a dataset of Retrosynthesis with 50K atom-mapped reactions and 10 reaction types from USPTO. Predict the reactants needed to synthesize the given product. (1) Given the product CC(C)(C)OC(=O)N1CC[C@H](O)[C@@H]1C(=O)O, predict the reactants needed to synthesize it. The reactants are: CC(C)(C)OC(=O)OC(=O)OC(C)(C)C.O=C(O)[C@@H]1NCC[C@@H]1O. (2) Given the product O=C(O)c1c(OCc2ccccc2)c2ncccc2n(Cc2ccccc2)c1=O, predict the reactants needed to synthesize it. The reactants are: COC(=O)c1c(OCc2ccccc2)c2ncccc2n(Cc2ccccc2)c1=O. (3) Given the product COc1cc(/C=C/C(=O)OCCCCO[N+](=O)[O-])ccc1O, predict the reactants needed to synthesize it. The reactants are: COc1cc(/C=C/C(=O)[O-])ccc1O.O=[N+]([O-])OCCCCBr. (4) Given the product COC(=O)c1cc(Oc2ccc(-c3nnc(C)o3)cc2)cc(OC2CCN(C)C2=O)c1, predict the reactants needed to synthesize it. The reactants are: COC(=O)c1cc(O)cc(OC2CCN(C)C2=O)c1.Cc1nnc(-c2ccc(I)cc2)o1. (5) The reactants are: COCCOc1ccc(/C=C/C(=O)O)c(Oc2ncc(C(F)(F)F)cc2Cl)c1.N#Cc1cccc(S(N)(=O)=O)c1. Given the product COCCOc1ccc(/C=C/C(=O)NS(=O)(=O)c2cccc(C#N)c2)c(Oc2ncc(C(F)(F)F)cc2Cl)c1, predict the reactants needed to synthesize it. (6) Given the product O=C(NCc1ccc2c(c1)OCO2)c1cn2cc(Br)ccc2n1, predict the reactants needed to synthesize it. The reactants are: CCOC(=O)c1cn2cc(Br)ccc2n1.NCc1ccc2c(c1)OCO2.